This data is from Catalyst prediction with 721,799 reactions and 888 catalyst types from USPTO. The task is: Predict which catalyst facilitates the given reaction. (1) Reactant: [Br:1][C:2]1[CH:7]=[CH:6][C:5]([Br:8])=[CH:4][C:3]=1[C:9]1(O)[CH2:12][CH2:11][CH2:10]1.C([BH3-])#N.[Na+].C([O-])(O)=O.[Na+]. Product: [Br:1][C:2]1[CH:7]=[CH:6][C:5]([Br:8])=[CH:4][C:3]=1[CH:9]1[CH2:12][CH2:11][CH2:10]1. The catalyst class is: 1. (2) Reactant: O.O.[Sn](Cl)Cl.[F:6][C:7]1[C:12]([F:13])=[CH:11][C:10]([N+:14]([O-])=O)=[CH:9][C:8]=1[C@:17]12[CH2:25][O:24][C@H:23]([CH2:26][F:27])[C@H:22]1[CH2:21][S:20][C:19]([NH:28][C:29](=[O:35])[O:30][C:31]([CH3:34])([CH3:33])[CH3:32])=[N:18]2.[OH-].[Na+]. Product: [NH2:14][C:10]1[CH:11]=[C:12]([F:13])[C:7]([F:6])=[C:8]([C@:17]23[CH2:25][O:24][C@H:23]([CH2:26][F:27])[C@H:22]2[CH2:21][S:20][C:19]([NH:28][C:29](=[O:35])[O:30][C:31]([CH3:33])([CH3:34])[CH3:32])=[N:18]3)[CH:9]=1. The catalyst class is: 8. (3) Reactant: [CH3:1][C:2]1([CH3:32])[CH2:11][CH:10]=[C:9]([C:12]2[CH:17]=[CH:16][CH:15]=[CH:14][C:13]=2[CH3:18])[C:8]2[CH:7]=[C:6]([C:19]#[C:20][C:21]3[CH:31]=[CH:30][C:24]([C:25]([O:27]CC)=[O:26])=[CH:23][CH:22]=3)[CH:5]=[CH:4][C:3]1=2.[OH-].[Na+].Cl. Product: [CH3:1][C:2]1([CH3:32])[CH2:11][CH:10]=[C:9]([C:12]2[CH:17]=[CH:16][CH:15]=[CH:14][C:13]=2[CH3:18])[C:8]2[CH:7]=[C:6]([C:19]#[C:20][C:21]3[CH:22]=[CH:23][C:24]([C:25]([OH:27])=[O:26])=[CH:30][CH:31]=3)[CH:5]=[CH:4][C:3]1=2. The catalyst class is: 301. (4) Reactant: [O:1]1[CH2:6][CH2:5][N:4]([CH2:7][CH2:8][OH:9])[CH2:3][CH2:2]1.CCN(C(C)C)C(C)C.[S:19](Cl)([CH3:22])(=[O:21])=[O:20]. Product: [CH3:22][S:19]([O:9][CH2:8][CH2:7][N:4]1[CH2:5][CH2:6][O:1][CH2:2][CH2:3]1)(=[O:21])=[O:20]. The catalyst class is: 4. (5) Reactant: O=[C:2]1[CH2:5][CH:4]([NH:6][C:7](=[O:13])[O:8][C:9]([CH3:12])([CH3:11])[CH3:10])[CH2:3]1.C1(P(C2C=CC=CC=2)(C2C=CC=CC=2)=[CH:21][C:22]([O:24][CH2:25][CH3:26])=[O:23])C=CC=CC=1. Product: [C:9]([O:8][C:7]([NH:6][CH:4]1[CH2:5][C:2](=[CH:21][C:22]([O:24][CH2:25][CH3:26])=[O:23])[CH2:3]1)=[O:13])([CH3:12])([CH3:11])[CH3:10]. The catalyst class is: 11. (6) Reactant: F[C:2]1[CH:3]=[C:4]([CH:7]=[CH:8][C:9]=1[O:10][C:11]1[CH:12]=[CH:13][C:14]2[CH2:18][O:17][B:16]([OH:19])[C:15]=2[CH:20]=1)[C:5]#[N:6].C([O-])([O-])=O.[K+].[K+].[Cl:27]C1C=C(C=CC=1F)C#N.CCOC(C)=O. Product: [Cl:27][C:2]1[CH:3]=[C:4]([CH:7]=[CH:8][C:9]=1[O:10][C:11]1[CH:12]=[CH:13][C:14]2[CH2:18][O:17][B:16]([OH:19])[C:15]=2[CH:20]=1)[C:5]#[N:6]. The catalyst class is: 16. (7) Reactant: CO[C:3](=[O:13])[C:4]1[C:9]([Cl:10])=[CH:8][CH:7]=[CH:6][C:5]=1[CH2:11]Br.[O:14]([C:21]1[CH:28]=[CH:27][C:24]([CH2:25][NH2:26])=[CH:23][CH:22]=1)[C:15]1[CH:20]=[CH:19][CH:18]=[CH:17][CH:16]=1.C([O-])([O-])=O.[K+].[K+].C(OCC)(=O)C. Product: [Cl:10][C:9]1[CH:8]=[CH:7][CH:6]=[C:5]2[C:4]=1[C:3](=[O:13])[N:26]([CH2:25][C:24]1[CH:27]=[CH:28][C:21]([O:14][C:15]3[CH:16]=[CH:17][CH:18]=[CH:19][CH:20]=3)=[CH:22][CH:23]=1)[CH2:11]2. The catalyst class is: 345. (8) Product: [CH3:28][S:39]([C:3]1[CH:8]=[CH:7][C:6]([NH:9][C:10]2[N:15]=[C:14]([N:16]3[C:25]4[CH:24]=[CH:23][CH:22]=[C:21]([OH:26])[C:20]=4[CH2:19][CH2:18][CH2:17]3)[CH:13]=[CH:12][N:11]=2)=[CH:5][CH:4]=1)(=[O:41])=[O:38]. The catalyst class is: 4. Reactant: CS[C:3]1[CH:8]=[CH:7][C:6]([NH:9][C:10]2[N:15]=[C:14]([N:16]3[C:25]4[CH:24]=[CH:23][CH:22]=[C:21]([OH:26])[C:20]=4[CH2:19][CH2:18][CH2:17]3)[CH:13]=[CH:12][N:11]=2)=[CH:5][CH:4]=1.Cl[C:28]1C=CC=C(C(OO)=O)C=1.[O-:38][S:39]([O-:41])=O.[Na+].[Na+]. (9) Reactant: [C:1]([C:4]1[CH:5]=[C:6]([C:10]2[CH:25]=[CH:24][C:13]3[N:14]([CH2:19][C:20]([CH3:23])([CH3:22])[CH3:21])[C:15](=[O:18])[N:16]([CH3:17])[C:12]=3[CH:11]=2)[CH:7]=[CH:8][CH:9]=1)(=[O:3])[CH3:2].[C:26]1([Mg]Cl)[CH:31]=[CH:30][CH:29]=[CH:28][CH:27]=1. The catalyst class is: 1. Product: [CH3:22][C:20]([CH3:21])([CH3:23])[CH2:19][N:14]1[C:13]2[CH:24]=[CH:25][C:10]([C:6]3[CH:7]=[CH:8][CH:9]=[C:4]([C:1]([OH:3])([C:26]4[CH:31]=[CH:30][CH:29]=[CH:28][CH:27]=4)[CH3:2])[CH:5]=3)=[CH:11][C:12]=2[N:16]([CH3:17])[C:15]1=[O:18]. (10) Reactant: CO[C:3]([CH:5]1[CH2:9][S:8][C:7]([C:10]2[CH:15]=[CH:14][C:13]([F:16])=[CH:12][CH:11]=2)=[N:6]1)=[O:4].[NH2:17][C:18]1[CH:25]=[CH:24][C:21]([C:22]#[N:23])=[CH:20][CH:19]=1.C([Mg]Cl)(C)C. Product: [C:22]([C:21]1[CH:24]=[CH:25][C:18]([NH:17][C:3]([CH:5]2[CH2:9][S:8][C:7]([C:10]3[CH:15]=[CH:14][C:13]([F:16])=[CH:12][CH:11]=3)=[N:6]2)=[O:4])=[CH:19][CH:20]=1)#[N:23]. The catalyst class is: 249.